The task is: Predict the reactants needed to synthesize the given product.. This data is from Full USPTO retrosynthesis dataset with 1.9M reactions from patents (1976-2016). The reactants are: [Cl:1][C:2]1[CH:3]=[C:4]([F:30])[C:5]([C:24]2[N:28]=[C:27]([CH3:29])[O:26][N:25]=2)=[C:6]([C:8]2[CH:23]=[CH:22][C:11]3[CH:12]([NH:15][C:16]([C:18]4([NH2:21])[CH2:20][CH2:19]4)=[O:17])[CH2:13][O:14][C:10]=3[CH:9]=2)[CH:7]=1.[CH3:31][O:32][C:33]1[N:38]=[CH:37][C:36]([C:39](O)=[O:40])=[CH:35][N:34]=1. Given the product [Cl:1][C:2]1[CH:3]=[C:4]([F:30])[C:5]([C:24]2[N:28]=[C:27]([CH3:29])[O:26][N:25]=2)=[C:6]([C:8]2[CH:23]=[CH:22][C:11]3[CH:12]([NH:15][C:16]([C:18]4([NH:21][C:39]([C:36]5[CH:35]=[N:34][C:33]([O:32][CH3:31])=[N:38][CH:37]=5)=[O:40])[CH2:20][CH2:19]4)=[O:17])[CH2:13][O:14][C:10]=3[CH:9]=2)[CH:7]=1, predict the reactants needed to synthesize it.